This data is from Peptide-MHC class I binding affinity with 185,985 pairs from IEDB/IMGT. The task is: Regression. Given a peptide amino acid sequence and an MHC pseudo amino acid sequence, predict their binding affinity value. This is MHC class I binding data. (1) The peptide sequence is PQVLGGLSF. The MHC is HLA-B39:01 with pseudo-sequence HLA-B39:01. The binding affinity (normalized) is 0.0847. (2) The peptide sequence is TEMGRLPTF. The MHC is HLA-B40:02 with pseudo-sequence HLA-B40:02. The binding affinity (normalized) is 0.689. (3) The binding affinity (normalized) is 0.213. The peptide sequence is EGFDPRALI. The MHC is HLA-A66:01 with pseudo-sequence HLA-A66:01. (4) The peptide sequence is VVHFFKNIV. The MHC is HLA-A02:01 with pseudo-sequence HLA-A02:01. The binding affinity (normalized) is 0. (5) The peptide sequence is VTCLGLSY. The MHC is H-2-Db with pseudo-sequence H-2-Db. The binding affinity (normalized) is 0.0641. (6) The peptide sequence is AITTPQMTL. The MHC is HLA-A69:01 with pseudo-sequence HLA-A69:01. The binding affinity (normalized) is 0.181. (7) The peptide sequence is RLLHCVTESY. The MHC is HLA-A11:01 with pseudo-sequence HLA-A11:01. The binding affinity (normalized) is 0.659. (8) The peptide sequence is VYFVLTDRF. The MHC is HLA-A30:01 with pseudo-sequence HLA-A30:01. The binding affinity (normalized) is 0.0847. (9) The peptide sequence is GQFNRYAAM. The MHC is HLA-B27:05 with pseudo-sequence HLA-B27:05. The binding affinity (normalized) is 0.706. (10) The peptide sequence is VPVWKEATTT. The MHC is HLA-B07:02 with pseudo-sequence HLA-B07:02. The binding affinity (normalized) is 0.